Dataset: Full USPTO retrosynthesis dataset with 1.9M reactions from patents (1976-2016). Task: Predict the reactants needed to synthesize the given product. (1) Given the product [CH2:3]([O:10][C:11]1[CH:18]=[C:17]([F:19])[CH:16]=[CH:15][C:12]=1[CH2:13][OH:14])[C:4]1[CH:5]=[CH:6][CH:7]=[CH:8][CH:9]=1, predict the reactants needed to synthesize it. The reactants are: [BH4-].[Na+].[CH2:3]([O:10][C:11]1[CH:18]=[C:17]([F:19])[CH:16]=[CH:15][C:12]=1[CH:13]=[O:14])[C:4]1[CH:9]=[CH:8][CH:7]=[CH:6][CH:5]=1. (2) Given the product [CH3:1][O:3][C:4]([CH:6]1[C:15]([CH2:16][NH:27][C@H:22]([C:21]([O:20][CH3:19])=[O:28])[CH2:23][CH:24]([CH3:26])[CH3:25])=[CH:14][C:13]2[C:8](=[CH:9][CH:10]=[CH:11][C:12]=2[Cl:18])[O:7]1)=[O:5], predict the reactants needed to synthesize it. The reactants are: [CH2:1]([O:3][C:4]([CH:6]1[C:15]([CH:16]=O)=[CH:14][C:13]2[C:8](=[CH:9][CH:10]=[CH:11][C:12]=2[Cl:18])[O:7]1)=[O:5])C.[CH3:19][O:20][C:21](=[O:28])[C@@H:22]([NH2:27])[CH2:23][CH:24]([CH3:26])[CH3:25].CCN(C(C)C)C(C)C.C([BH3-])#N.[Na+].C(O)(=O)C. (3) Given the product [CH3:29][NH:30][C:3]([C:5]1[CH:6]=[N:7][N:8]([C:10]2[N:11]=[C:12]([NH2:28])[C:13]3[N:14]=[CH:15][N:16]([C:26]=3[N:27]=2)[C@@H:17]2[O:25][C@H:22]([CH2:23][OH:24])[C@@H:20]([OH:21])[C@H:18]2[OH:19])[CH:9]=1)=[O:4], predict the reactants needed to synthesize it. The reactants are: CO[C:3]([C:5]1[CH:6]=[N:7][N:8]([C:10]2[N:11]=[C:12]([NH2:28])[C:13]3[N:14]=[CH:15][N:16]([C:26]=3[N:27]=2)[C@@H:17]2[O:25][C@H:22]([CH2:23][OH:24])[C@@H:20]([OH:21])[C@H:18]2[OH:19])[CH:9]=1)=[O:4].[CH3:29][NH2:30]. (4) Given the product [NH2:8][C:5]1[CH:6]=[CH:7][C:2]([Cl:1])=[C:3]([OH:11])[CH:4]=1, predict the reactants needed to synthesize it. The reactants are: [Cl:1][C:2]1[CH:7]=[CH:6][C:5]([N+:8]([O-])=O)=[CH:4][C:3]=1[OH:11].[Cl-].[Ca+2].[Cl-].O. (5) Given the product [C:36]1([C@@H:31]2[C@H:30]([CH3:29])[CH2:35][CH2:34][N:33]([C:20]([N:21]3[CH2:22][CH2:24][CH2:27][CH2:25]3)=[N:11][C:10]#[N:9])[CH2:32]2)[N:40]2[C:41]3[CH:47]=[CH:46][NH:45][C:42]=3[N:43]=[CH:44][C:39]2=[CH:38][N:37]=1, predict the reactants needed to synthesize it. The reactants are: C1C=CC(OC(OC2C=CC=CC=2)=[N:9][C:10]#[N:11])=CC=1.C[CH2:20][N:21]([CH:25]([CH3:27])C)[CH:22]([CH3:24])C.Cl.[CH3:29][C@@H:30]1[CH2:35][CH2:34][NH:33][CH2:32][C@@H:31]1[C:36]1[N:40]2[C:41]3[CH:47]=[CH:46][NH:45][C:42]=3[N:43]=[CH:44][C:39]2=[CH:38][N:37]=1.N1CCCC1.